This data is from Catalyst prediction with 721,799 reactions and 888 catalyst types from USPTO. The task is: Predict which catalyst facilitates the given reaction. (1) Reactant: [CH2:1]([NH:8][C:9]1[CH:14]=[C:13]([C:15]([F:18])([F:17])[F:16])[N:12]=[C:11](O)[C:10]=1[N+:20]([O-:22])=[O:21])[C:2]1[CH:7]=[CH:6][CH:5]=[CH:4][CH:3]=1.C1(P(Cl)([Cl:31])=O)C=CC=CC=1.CCCCCC. Product: [CH2:1]([NH:8][C:9]1[CH:14]=[C:13]([C:15]([F:18])([F:17])[F:16])[N:12]=[C:11]([Cl:31])[C:10]=1[N+:20]([O-:22])=[O:21])[C:2]1[CH:7]=[CH:6][CH:5]=[CH:4][CH:3]=1. The catalyst class is: 27. (2) Reactant: [F:1][C:2]([F:26])([F:25])[C:3]1[CH:4]=[C:5]([CH:13]([OH:24])[C@@H:14]([NH:16][C:17](=[O:23])[O:18][C:19]([CH3:22])([CH3:21])[CH3:20])[CH3:15])[CH:6]=[C:7]([C:9]([F:12])([F:11])[F:10])[CH:8]=1.C(N(CC)CC)C.[CH3:34][S:35](Cl)(=[O:37])=[O:36]. Product: [CH3:34][S:35]([O:24][CH:13]([C:5]1[CH:4]=[C:3]([C:2]([F:25])([F:26])[F:1])[CH:8]=[C:7]([C:9]([F:11])([F:12])[F:10])[CH:6]=1)[C@@H:14]([NH:16][C:17]([O:18][C:19]([CH3:21])([CH3:20])[CH3:22])=[O:23])[CH3:15])(=[O:37])=[O:36]. The catalyst class is: 2.